This data is from Forward reaction prediction with 1.9M reactions from USPTO patents (1976-2016). The task is: Predict the product of the given reaction. (1) Given the reactants [NH2:1][C:2]1[C:7]([C:8]([NH2:10])=[O:9])=[C:6]([Cl:11])[N:5]=[C:4]([Cl:12])[CH:3]=1.[CH2:13](OC(OCC)OCC)C, predict the reaction product. The product is: [Cl:11][C:6]1[C:7]2[C:8](=[O:9])[NH:10][CH:13]=[N:1][C:2]=2[CH:3]=[C:4]([Cl:12])[N:5]=1. (2) The product is: [Br:1][CH2:2][CH2:3][O:4][CH:6]1[CH2:7][CH2:8][CH2:9][CH2:10][O:5]1. Given the reactants [Br:1][CH2:2][CH2:3][OH:4].[O:5]1[CH:10]=[CH:9][CH2:8][CH2:7][CH2:6]1, predict the reaction product. (3) Given the reactants Br[C:2]1[S:3][CH:4]=[CH:5][N:6]=1.C([Li])CCC.[F:12][C:13]1[CH:18]=[CH:17][C:16]([N:19]2[C:23]3[CH:24]=[C:25]4[C@:30]([C:32](OC)=[O:33])([CH2:31][C:22]=3[CH:21]=[N:20]2)[CH2:29][N:28]([S:36]([C:39]2[CH:44]=[CH:43][CH:42]=[C:41]([C:45]([F:48])([F:47])[F:46])[CH:40]=2)(=[O:38])=[O:37])[CH2:27][CH2:26]4)=[CH:15][CH:14]=1.O, predict the reaction product. The product is: [F:12][C:13]1[CH:18]=[CH:17][C:16]([N:19]2[C:23]3[CH:24]=[C:25]4[C@:30]([C:32]([C:2]5[S:3][CH:4]=[CH:5][N:6]=5)=[O:33])([CH2:31][C:22]=3[CH:21]=[N:20]2)[CH2:29][N:28]([S:36]([C:39]2[CH:44]=[CH:43][CH:42]=[C:41]([C:45]([F:48])([F:46])[F:47])[CH:40]=2)(=[O:38])=[O:37])[CH2:27][CH2:26]4)=[CH:15][CH:14]=1. (4) The product is: [C:11]([Si:15]([CH3:29])([CH3:28])[O:16][CH2:17][CH2:18][O:19][CH2:20][CH2:21][C:22]([CH3:27])([CH3:26])[CH2:23][CH:24]=[O:25])([CH3:14])([CH3:13])[CH3:12]. Given the reactants C(Cl)(=O)C(Cl)=O.CS(C)=O.[C:11]([Si:15]([CH3:29])([CH3:28])[O:16][CH2:17][CH2:18][O:19][CH2:20][CH2:21][C:22]([CH3:27])([CH3:26])[CH2:23][CH2:24][OH:25])([CH3:14])([CH3:13])[CH3:12].C(N(CC)CC)C, predict the reaction product.